From a dataset of Retrosynthesis with 50K atom-mapped reactions and 10 reaction types from USPTO. Predict the reactants needed to synthesize the given product. (1) Given the product Cc1ccnc(N2CCN([C@H]3CC[C@H](O)CC3)CC2)n1, predict the reactants needed to synthesize it. The reactants are: Cc1ccnc(Cl)n1.O[C@H]1CC[C@H](N2CCNCC2)CC1. (2) The reactants are: CCC(C)(C)C(=O)C(=O)N1CCC[C@H]1C(=O)O.N. Given the product CCC(C)(C)C(=O)C(=O)N1CCC[C@H]1C(N)=O, predict the reactants needed to synthesize it. (3) The reactants are: CI.Cc1ccccc1C1NC(=O)CC(c2cccc(Cl)c2)C12C(=O)N(C(=O)OC(C)(C)C)c1cc(Cl)ccc12. Given the product Cc1ccccc1C1N(C)C(=O)CC(c2cccc(Cl)c2)C12C(=O)N(C(=O)OC(C)(C)C)c1cc(Cl)ccc12, predict the reactants needed to synthesize it. (4) Given the product O=S(CCCN(CCO)CCCCCCC1=C(c2cccc(O)c2)CCCc2cc(O)ccc21)CCCC(F)(F)C(F)(F)F, predict the reactants needed to synthesize it. The reactants are: O=S(CCCNCCO)CCCC(F)(F)C(F)(F)F.Oc1cccc(C2=C(CCCCCCBr)c3ccc(O)cc3CCC2)c1. (5) Given the product Nc1cnc2[nH]ncc2c1, predict the reactants needed to synthesize it. The reactants are: O=[N+]([O-])c1cnc2[nH]ncc2c1. (6) The reactants are: CCOC(=O)c1cc(-c2ccc(Cl)cc2)c(Cl)nc1N. Given the product Nc1nc(Cl)c(-c2ccc(Cl)cc2)cc1C(=O)O, predict the reactants needed to synthesize it. (7) The reactants are: Cc1cc(I)ccc1O.O[C@H](CCCl)c1ccccc1. Given the product Cc1cc(I)ccc1O[C@@H](CCCl)c1ccccc1, predict the reactants needed to synthesize it. (8) Given the product CC1(C)CNc2ccc(F)cc21, predict the reactants needed to synthesize it. The reactants are: CC(=O)N1CC(C)(C)c2cc(F)ccc21. (9) Given the product COC(=O)c1cc(C2CC2)c(OCC2CCN(Cc3cc(F)ccc3NC(C)C)CC2)cc1F, predict the reactants needed to synthesize it. The reactants are: CC(C)=O.COC(=O)c1cc(C2CC2)c(OCC2CCN(Cc3cc(F)ccc3N)CC2)cc1F.